This data is from NCI-60 drug combinations with 297,098 pairs across 59 cell lines. The task is: Regression. Given two drug SMILES strings and cell line genomic features, predict the synergy score measuring deviation from expected non-interaction effect. (1) Drug 1: CC(C1=C(C=CC(=C1Cl)F)Cl)OC2=C(N=CC(=C2)C3=CN(N=C3)C4CCNCC4)N. Drug 2: C1=CC(=CC=C1CC(C(=O)O)N)N(CCCl)CCCl.Cl. Synergy scores: CSS=7.89, Synergy_ZIP=-0.466, Synergy_Bliss=-1.27, Synergy_Loewe=-4.31, Synergy_HSA=-4.64. Cell line: OVCAR3. (2) Drug 1: COC1=C2C(=CC3=C1OC=C3)C=CC(=O)O2. Drug 2: CC1C(C(CC(O1)OC2CC(CC3=C2C(=C4C(=C3O)C(=O)C5=CC=CC=C5C4=O)O)(C(=O)C)O)N)O. Cell line: RXF 393. Synergy scores: CSS=46.5, Synergy_ZIP=-0.846, Synergy_Bliss=-3.43, Synergy_Loewe=-15.5, Synergy_HSA=-4.52. (3) Drug 1: C1=NC2=C(N=C(N=C2N1C3C(C(C(O3)CO)O)F)Cl)N. Drug 2: CCN(CC)CCNC(=O)C1=C(NC(=C1C)C=C2C3=C(C=CC(=C3)F)NC2=O)C. Cell line: OVCAR-8. Synergy scores: CSS=25.5, Synergy_ZIP=-3.97, Synergy_Bliss=-3.98, Synergy_Loewe=-40.9, Synergy_HSA=-5.75. (4) Drug 1: COC1=CC(=CC(=C1O)OC)C2C3C(COC3=O)C(C4=CC5=C(C=C24)OCO5)OC6C(C(C7C(O6)COC(O7)C8=CC=CS8)O)O. Drug 2: CN1C(=O)N2C=NC(=C2N=N1)C(=O)N. Cell line: UO-31. Synergy scores: CSS=9.76, Synergy_ZIP=-3.63, Synergy_Bliss=0.627, Synergy_Loewe=-8.05, Synergy_HSA=0.197.